Dataset: Forward reaction prediction with 1.9M reactions from USPTO patents (1976-2016). Task: Predict the product of the given reaction. (1) Given the reactants [F:1][C:2]([F:26])([F:25])[C:3]1[N:8]2[N:9]=[CH:10][C:11]([C:12](O)=[O:13])=[C:7]2[N:6]=[C:5]([C:15]2[CH:20]=[CH:19][C:18]([C:21]([F:24])([F:23])[F:22])=[CH:17][CH:16]=2)[CH:4]=1.[NH2:27][C:28]1[CH:29]=[C:30]([S:34]([NH:37][CH:38]([CH3:40])[CH3:39])(=[O:36])=[O:35])[CH:31]=[CH:32][CH:33]=1, predict the reaction product. The product is: [CH:38]([NH:37][S:34]([C:30]1[CH:29]=[C:28]([NH:27][C:12]([C:11]2[CH:10]=[N:9][N:8]3[C:3]([C:2]([F:26])([F:25])[F:1])=[CH:4][C:5]([C:15]4[CH:20]=[CH:19][C:18]([C:21]([F:24])([F:22])[F:23])=[CH:17][CH:16]=4)=[N:6][C:7]=23)=[O:13])[CH:33]=[CH:32][CH:31]=1)(=[O:36])=[O:35])([CH3:40])[CH3:39]. (2) Given the reactants [NH:1]1[CH:5]=[N:4][N:3]=[N:2]1.C([O-])([O-])=O.[K+].[K+].Cl[CH2:13][O:14][CH2:15][C:16]1[CH:21]=[CH:20][CH:19]=[CH:18][CH:17]=1, predict the reaction product. The product is: [CH2:15]([O:14][CH2:13][N:2]1[N:3]=[N:4][CH:5]=[N:1]1)[C:16]1[CH:21]=[CH:20][CH:19]=[CH:18][CH:17]=1. (3) Given the reactants [F:1][C:2]1[CH:3]=[CH:4][C:5]([O:30][CH3:31])=[C:6]([C:8]2[CH:13]=[CH:12][N:11]=[C:10]3[NH:14][C:15]([CH:17]4[CH2:22][CH2:21][N:20]([C:23]([O:25][C:26]([CH3:29])([CH3:28])[CH3:27])=[O:24])[CH2:19][CH2:18]4)=[CH:16][C:9]=23)[CH:7]=1.[Br:32]N1C(=O)CCC1=O, predict the reaction product. The product is: [Br:32][C:16]1[C:9]2[C:10](=[N:11][CH:12]=[CH:13][C:8]=2[C:6]2[CH:7]=[C:2]([F:1])[CH:3]=[CH:4][C:5]=2[O:30][CH3:31])[NH:14][C:15]=1[CH:17]1[CH2:22][CH2:21][N:20]([C:23]([O:25][C:26]([CH3:27])([CH3:28])[CH3:29])=[O:24])[CH2:19][CH2:18]1. (4) The product is: [CH2:34]([C:33]1[O:23][C:20]([CH:22]=[O:39])=[CH:21][CH:32]=1)[C:14]1[CH:15]=[CH:16][CH:17]=[CH:18][CH:19]=1. Given the reactants [C:14]1(P([C:14]2[CH:19]=[CH:18][CH:17]=[CH:16][CH:15]=2)[C:14]2[CH:19]=[CH:18][CH:17]=[CH:16][CH:15]=2)[CH:19]=[CH:18][CH:17]=[CH:16][CH:15]=1.[CH:20]([OH:23])([CH3:22])[CH3:21].C(OP([CH2:32][C:33]1C=CC=C[CH:34]=1)(=O)OCC)C.[O-:39]P([O-])([O-])=O.[K+].[K+].[K+], predict the reaction product.